From a dataset of Reaction yield outcomes from USPTO patents with 853,638 reactions. Predict the reaction yield, written as a fraction of the theoretical maximum amount of product (1.0 means a 100% yield; for example, 0.34 means a 34% yield). The reactants are [O:1]1[C:5]2[CH:6]=[CH:7][C:8]([C:10]3([C:13]([NH:15][C:16]4[CH:17]=[C:18]([C:23]5[CH:28]=[CH:27][C:26]([C:29]#[N:30])=[C:25]([Cl:31])[CH:24]=5)[C:19]([CH3:22])=[CH:20][CH:21]=4)=[O:14])[CH2:12][CH2:11]3)=[CH:9][C:4]=2[O:3][CH2:2]1.[Cl-].[NH4+].[N-:34]=[N+:35]=[N-:36].[Na+]. The catalyst is CN(C=O)C. The product is [O:1]1[C:5]2[CH:6]=[CH:7][C:8]([C:10]3([C:13]([NH:15][C:16]4[CH:17]=[C:18]([C:23]5[CH:28]=[CH:27][C:26]([C:29]6[N:34]=[N:35][NH:36][N:30]=6)=[C:25]([Cl:31])[CH:24]=5)[C:19]([CH3:22])=[CH:20][CH:21]=4)=[O:14])[CH2:12][CH2:11]3)=[CH:9][C:4]=2[O:3][CH2:2]1. The yield is 0.0900.